From a dataset of Forward reaction prediction with 1.9M reactions from USPTO patents (1976-2016). Predict the product of the given reaction. Given the reactants [F:1][C:2]1[CH:7]=[CH:6][C:5]([C:8](=[N:10][O:11][CH2:12][C:13]([O:15]CC)=[O:14])[CH3:9])=[CH:4][CH:3]=1.O.[OH-].[Li+], predict the reaction product. The product is: [F:1][C:2]1[CH:7]=[CH:6][C:5]([C:8](=[N:10][O:11][CH2:12][C:13]([OH:15])=[O:14])[CH3:9])=[CH:4][CH:3]=1.